From a dataset of TCR-epitope binding with 47,182 pairs between 192 epitopes and 23,139 TCRs. Binary Classification. Given a T-cell receptor sequence (or CDR3 region) and an epitope sequence, predict whether binding occurs between them. (1) Result: 1 (the TCR binds to the epitope). The TCR CDR3 sequence is CASSQAHPQNFYNEQFF. The epitope is KPLEFGATSAAL. (2) The epitope is RAKFKQLL. The TCR CDR3 sequence is CASRAGLAGATQQFF. Result: 1 (the TCR binds to the epitope). (3) The epitope is ELAGIGILTV. The TCR CDR3 sequence is CASSFSGKNQPQHF. Result: 0 (the TCR does not bind to the epitope). (4) The epitope is KLSYGIATV. The TCR CDR3 sequence is CASSLGLAGINEQFF. Result: 0 (the TCR does not bind to the epitope). (5) The epitope is SEVGPEHSLAEY. The TCR CDR3 sequence is CASSPGTEGNQLFF. Result: 1 (the TCR binds to the epitope). (6) The epitope is EEHVQIHTI. The TCR CDR3 sequence is CASRQGRDRGPDSPLHF. Result: 0 (the TCR does not bind to the epitope).